This data is from Forward reaction prediction with 1.9M reactions from USPTO patents (1976-2016). The task is: Predict the product of the given reaction. (1) Given the reactants [CH2:1]([C@@H:3]1[O:5][CH2:4]1)[Cl:2].F[C:7](F)(F)C(O)=O.[N:13]1([S:19](N)(=[O:21])=[O:20])[CH2:18][CH2:17][NH:16][CH2:15][CH2:14]1.C(N(CC)C(C)C)(C)C, predict the reaction product. The product is: [Cl:2][CH2:1][C@H:3]([OH:5])[CH2:4][N:16]1[CH2:17][CH2:18][N:13]([S:19]([CH3:7])(=[O:21])=[O:20])[CH2:14][CH2:15]1. (2) Given the reactants [C:1]([O:5][C:6](=[O:33])[N:7]([CH2:9][C:10]1[CH:14]=[C:13]([C:15]2[CH:20]=[CH:19][CH:18]=[C:17]([CH:21]=[O:22])[C:16]=2[F:23])[N:12]([S:24]([C:27]2[CH:28]=[N:29][CH:30]=[CH:31][CH:32]=2)(=[O:26])=[O:25])[CH:11]=1)[CH3:8])([CH3:4])([CH3:3])[CH3:2].[BH4-].[Na+].CO.O, predict the reaction product. The product is: [C:1]([O:5][C:6](=[O:33])[N:7]([CH2:9][C:10]1[CH:14]=[C:13]([C:15]2[CH:20]=[CH:19][CH:18]=[C:17]([CH2:21][OH:22])[C:16]=2[F:23])[N:12]([S:24]([C:27]2[CH:28]=[N:29][CH:30]=[CH:31][CH:32]=2)(=[O:25])=[O:26])[CH:11]=1)[CH3:8])([CH3:4])([CH3:2])[CH3:3]. (3) The product is: [O:30]=[C:24]1[CH2:25][NH:26][C:27](=[O:29])[CH2:28][N:23]1[C:2]1[CH:3]=[C:4]([CH:8]2[C:17]([CH3:19])([CH3:18])[CH2:16][C:15]3[C:10](=[CH:11][CH:12]=[C:13]([C:20]([OH:22])=[O:21])[CH:14]=3)[NH:9]2)[CH:5]=[CH:6][CH:7]=1. Given the reactants Br[C:2]1[CH:3]=[C:4]([CH:8]2[C:17]([CH3:19])([CH3:18])[CH2:16][C:15]3[C:10](=[CH:11][CH:12]=[C:13]([C:20]([OH:22])=[O:21])[CH:14]=3)[NH:9]2)[CH:5]=[CH:6][CH:7]=1.[NH:23]1[CH2:28][C:27](=[O:29])[NH:26][CH2:25][C:24]1=[O:30].Cl.CN(C)CC(O)=O.C(=O)([O-])[O-].[K+].[K+], predict the reaction product. (4) Given the reactants FC(F)(F)C(O)=O.[N:8]1([CH2:14][C:15](O)=O)[CH2:13][CH2:12][O:11][CH2:10][CH2:9]1.[NH2:18][NH:19][C:20]([NH2:22])=[S:21].C(=O)([O-])[O-].[Na+].[Na+], predict the reaction product. The product is: [N:8]1([CH2:14][C:15]2[S:21][C:20]([NH2:22])=[N:19][N:18]=2)[CH2:13][CH2:12][O:11][CH2:10][CH2:9]1.